Predict the product of the given reaction. From a dataset of Forward reaction prediction with 1.9M reactions from USPTO patents (1976-2016). (1) Given the reactants [Cl:1][C:2]1[C:3]([C:9]([F:12])([F:11])[F:10])=[C:4](N)[CH:5]=[CH:6][CH:7]=1.Cl.N([O-])=O.[Na+].[Na+].[I-:19].OS([O-])=O.[Na+].II, predict the reaction product. The product is: [Cl:1][C:2]1[CH:7]=[CH:6][CH:5]=[C:4]([I:19])[C:3]=1[C:9]([F:12])([F:11])[F:10]. (2) Given the reactants [Br:1][C:2]1[CH:3]=[C:4]([CH2:10][OH:11])[S:5][C:6]=1[CH:7]([CH3:9])[CH3:8].CCN(CC)CC.[Si:19](Cl)([C:22]([CH3:25])([CH3:24])[CH3:23])([CH3:21])[CH3:20], predict the reaction product. The product is: [Br:1][C:2]1[CH:3]=[C:4]([CH2:10][O:11][Si:19]([C:22]([CH3:25])([CH3:24])[CH3:23])([CH3:21])[CH3:20])[S:5][C:6]=1[CH:7]([CH3:9])[CH3:8]. (3) Given the reactants [NH:1]1[C:5]2[CH:6]=[CH:7][CH:8]=[CH:9][C:4]=2[N:3]=[C:2]1[C:10]1[C:14]([NH2:15])=[CH:13][NH:12][N:11]=1.F[C:17]1[CH:22]=[CH:21][CH:20]=[CH:19][N:18]=1, predict the reaction product. The product is: [NH:3]1[C:4]2[CH:9]=[CH:8][CH:7]=[CH:6][C:5]=2[N:1]=[C:2]1[C:10]1[C:14]([NH:15][C:17]2[CH:22]=[CH:21][CH:20]=[CH:19][N:18]=2)=[CH:13][NH:12][N:11]=1. (4) Given the reactants COC1C=C(OC)C=CC=1C[N:6]1[CH2:10][CH2:9][C:8]([CH3:12])([CH3:11])[S:7]1(=[O:14])=[O:13].FC(F)(F)C(O)=O, predict the reaction product. The product is: [CH3:11][C:8]1([CH3:12])[S:7](=[O:14])(=[O:13])[NH:6][CH2:10][CH2:9]1. (5) Given the reactants [OH:1][C@H:2]1[CH2:6][CH2:5][O:4][C:3]1=[O:7].N1C=CN=C1.[Si:13](Cl)([C:16]([CH3:19])([CH3:18])[CH3:17])([CH3:15])[CH3:14], predict the reaction product. The product is: [Si:13]([O:1][C@H:2]1[CH2:6][CH2:5][O:4][C:3]1=[O:7])([C:16]([CH3:19])([CH3:18])[CH3:17])([CH3:15])[CH3:14].